The task is: Predict the reactants needed to synthesize the given product.. This data is from Full USPTO retrosynthesis dataset with 1.9M reactions from patents (1976-2016). (1) Given the product [CH:28]1([CH2:27][N:15]([C:16]2[CH:26]=[CH:25][C:19]3[O:20][C:21]([F:23])([F:24])[O:22][C:18]=3[CH:17]=2)[C:13](=[O:14])[NH:12][C:10]2[S:11][C:7]([S:6][CH2:5][C:4]([OH:33])=[O:3])=[CH:8][N:9]=2)[CH2:32][CH2:31][CH2:30][CH2:29]1, predict the reactants needed to synthesize it. The reactants are: C([O:3][C:4](=[O:33])[CH2:5][S:6][C:7]1[S:11][C:10]([NH:12][C:13]([N:15]([CH2:27][CH:28]2[CH2:32][CH2:31][CH2:30][CH2:29]2)[C:16]2[CH:26]=[CH:25][C:19]3[O:20][C:21]([F:24])([F:23])[O:22][C:18]=3[CH:17]=2)=[O:14])=[N:9][CH:8]=1)C.C1(CN(C2C=CC(S(C)(=O)=O)=CC=2)C(=O)NC2SC=C(CC(O)=O)N=2)CCCC1.FC1(F)OC2C=CC(NCC3CCCCC3)=CC=2O1.C(OC(=O)CSC1SC(N)=NC=1)C. (2) Given the product [CH3:1][C:2]1[C:6]2=[N:7][CH:8]=[C:9]([C:11]([F:14])([F:13])[F:12])[CH:10]=[C:5]2[S:4][C:3]=1[CH:15]=[O:16], predict the reactants needed to synthesize it. The reactants are: [CH3:1][C:2]1[C:6]2=[N:7][CH:8]=[C:9]([C:11]([F:14])([F:13])[F:12])[CH:10]=[C:5]2[S:4][C:3]=1[C:15](OCC)=[O:16].[Cl-].[Ca+2].[Cl-].[BH4-].[Na+].[Cl-].[NH4+]. (3) The reactants are: [CH:1]1(C(C(=CN(C)C)C(OC)=O)=O)CCCC1.[CH:17]1([C:22]2[C:27]([C:28]([O:30][CH3:31])=[O:29])=[CH:26][N:25]=[C:24](N3CCOCC3)[N:23]=2)[CH2:21][CH2:20][CH2:19][CH2:18]1. Given the product [CH:17]1([C:22]2[C:27]([C:28]([O:30][CH3:31])=[O:29])=[CH:26][N:25]=[C:24]([CH3:1])[N:23]=2)[CH2:21][CH2:20][CH2:19][CH2:18]1, predict the reactants needed to synthesize it. (4) Given the product [Cl:18][C:12]1[CH:13]=[CH:14][CH:15]=[C:16]([Cl:17])[C:11]=1[C:9]1[S:8][C:7]2[C:2]([NH:19][C:20]3[N:25]=[CH:24][N:23]=[C:22]([CH2:26][N:27]4[C:28](=[O:37])[C:29]5[C:34](=[CH:33][CH:32]=[CH:31][CH:30]=5)[C:35]4=[O:36])[CH:21]=3)=[N:3][CH:4]=[CH:5][C:6]=2[N:10]=1, predict the reactants needed to synthesize it. The reactants are: Br[C:2]1[C:7]2[S:8][C:9]([C:11]3[C:16]([Cl:17])=[CH:15][CH:14]=[CH:13][C:12]=3[Cl:18])=[N:10][C:6]=2[CH:5]=[CH:4][N:3]=1.[NH2:19][C:20]1[N:25]=[CH:24][N:23]=[C:22]([CH2:26][N:27]2[C:35](=[O:36])[C:34]3[C:29](=[CH:30][CH:31]=[CH:32][CH:33]=3)[C:28]2=[O:37])[CH:21]=1.CC1(C)C2C(=C(P(C3C=CC=CC=3)C3C=CC=CC=3)C=CC=2)OC2C(P(C3C=CC=CC=3)C3C=CC=CC=3)=CC=CC1=2.C([O-])([O-])=O.[Cs+].[Cs+].